This data is from Forward reaction prediction with 1.9M reactions from USPTO patents (1976-2016). The task is: Predict the product of the given reaction. (1) Given the reactants Cl.[O:2]1[C:6]2[CH:7]=[CH:8][CH:9]=[C:10]([CH:11]3[CH2:16][CH2:15][N:14]([CH2:17][CH2:18][C@H:19]4[CH2:24][CH2:23][C@H:22]([NH2:25])[CH2:21][CH2:20]4)[CH2:13][CH2:12]3)[C:5]=2[O:4][CH2:3]1.[CH3:26][CH:27]([CH3:32])[CH2:28][C:29](O)=[O:30], predict the reaction product. The product is: [O:2]1[C:6]2[CH:7]=[CH:8][CH:9]=[C:10]([CH:11]3[CH2:16][CH2:15][N:14]([CH2:17][CH2:18][C@H:19]4[CH2:20][CH2:21][C@H:22]([NH:25][C:29](=[O:30])[CH2:28][CH:27]([CH3:32])[CH3:26])[CH2:23][CH2:24]4)[CH2:13][CH2:12]3)[C:5]=2[O:4][CH2:3]1. (2) Given the reactants [H-].[Na+].[NH:3]1[C:11]2[C:6](=[CH:7][CH:8]=[CH:9][CH:10]=2)[CH2:5][CH2:4]1.I[CH2:13][CH3:14], predict the reaction product. The product is: [CH2:13]([N:3]1[C:11]2[C:6](=[CH:7][CH:8]=[CH:9][CH:10]=2)[CH2:5][CH2:4]1)[CH3:14]. (3) Given the reactants CO[CH:3](OC)[N:4](C)[CH3:5].[F:9][C:10]1[CH:15]=[CH:14][C:13]([CH2:16][C:17](=[O:24])[CH2:18][C:19]([O:21][CH2:22][CH3:23])=[O:20])=[CH:12][CH:11]=1.C(O[CH2:29][CH2:30][CH3:31])(=O)C, predict the reaction product. The product is: [F:9][C:10]1[CH:11]=[CH:12][C:13]([C:16]2[C:17](=[O:24])[C:18]([C:19]([O:21][CH2:22][CH3:23])=[O:20])=[CH:3][N:4]([CH:30]([CH3:31])[CH3:29])[CH:5]=2)=[CH:14][CH:15]=1. (4) Given the reactants [CH2:1]([O:8][C:9]1[CH:14]=[CH:13][C:12]([CH:15]([OH:18])[CH2:16][Br:17])=[CH:11][C:10]=1[NH:19][CH:20]=[O:21])[C:2]1[CH:7]=[CH:6][CH:5]=[CH:4][CH:3]=1.[Si:22](Cl)([C:25]([CH3:28])([CH3:27])[CH3:26])([CH3:24])[CH3:23].N1C=CN=C1, predict the reaction product. The product is: [CH2:1]([O:8][C:9]1[CH:14]=[CH:13][C:12]([C@@H:15]([O:18][Si:22]([C:25]([CH3:28])([CH3:27])[CH3:26])([CH3:24])[CH3:23])[CH2:16][Br:17])=[CH:11][C:10]=1[NH:19][CH:20]=[O:21])[C:2]1[CH:3]=[CH:4][CH:5]=[CH:6][CH:7]=1. (5) Given the reactants [NH2:1][CH2:2][CH:3]1[CH2:8][CH2:7][CH:6]([C:9]([O:11][CH3:12])=[O:10])[CH2:5][CH2:4]1.[CH2:13]([O:20][C:21](ON1C(=O)CCC1=O)=[O:22])[C:14]1[CH:19]=[CH:18][CH:17]=[CH:16][CH:15]=1.CO.C(Cl)Cl, predict the reaction product. The product is: [CH2:13]([O:20][C:21]([NH:1][CH2:2][CH:3]1[CH2:4][CH2:5][CH:6]([C:9]([O:11][CH3:12])=[O:10])[CH2:7][CH2:8]1)=[O:22])[C:14]1[CH:19]=[CH:18][CH:17]=[CH:16][CH:15]=1. (6) Given the reactants [CH3:1][N:2]1[CH:7]=[CH:6][C:5](=[O:8])[N:4]([CH3:9])[C:3]1=[O:10].C1(C)C(S([CH2:20][N+:21]#[C-:22])(=O)=O)=CC=CC=1.CC([O-])(C)C.[K+], predict the reaction product. The product is: [CH3:1][N:2]1[C:7]2=[CH:20][NH:21][CH:22]=[C:6]2[C:5](=[O:8])[N:4]([CH3:9])[C:3]1=[O:10]. (7) Given the reactants FC(F)(F)C(O)=O.[Cl:8][C:9]1[CH:10]=[C:11]([CH:40]=[CH:41][C:42]=1[NH:43][C:44]([NH:46][CH:47]1[CH2:49][CH2:48]1)=[O:45])[O:12][C:13]1[C:22]2[C:17](=[CH:18][C:19]([O:25][CH2:26][CH:27]3[CH2:32][CH2:31][N:30](C(OC(C)(C)C)=O)[CH2:29][CH2:28]3)=[C:20]([C:23]#[N:24])[CH:21]=2)[N:16]=[CH:15][CH:14]=1.C(=O)(O)[O-].[Na+].C(OCC)(=O)C, predict the reaction product. The product is: [Cl:8][C:9]1[CH:10]=[C:11]([O:12][C:13]2[C:22]3[C:17](=[CH:18][C:19]([O:25][CH2:26][CH:27]4[CH2:28][CH2:29][NH:30][CH2:31][CH2:32]4)=[C:20]([C:23]#[N:24])[CH:21]=3)[N:16]=[CH:15][CH:14]=2)[CH:40]=[CH:41][C:42]=1[NH:43][C:44]([NH:46][CH:47]1[CH2:49][CH2:48]1)=[O:45]. (8) The product is: [F:16][C:17]1[CH:25]=[C:24]2[C:20]([C:21]([C:26]3[CH:27]=[N:28][N:29]([CH:31]4[CH2:12][CH2:11][N:10]([C:8]([NH:5][CH3:6])=[O:9])[CH2:14][CH2:32]4)[CH:30]=3)=[CH:22][NH:23]2)=[CH:19][CH:18]=1. Given the reactants CN.C1N=[CH:6][N:5]([C:8]([N:10]2[CH:14]=N[CH:12]=[CH:11]2)=[O:9])C=1.Cl.[F:16][C:17]1[CH:25]=[C:24]2[C:20]([C:21]([C:26]3[CH:27]=[N:28][N:29]([CH:31]4CCNC[CH2:32]4)[CH:30]=3)=[CH:22][NH:23]2)=[CH:19][CH:18]=1.CCN(CC)CC, predict the reaction product. (9) Given the reactants [Br:1][C:2]1[S:3][C:4]2[CH2:5][N:6]([CH3:11])[CH2:7][CH2:8][C:9]=2[N:10]=1.O.[C:13]1([CH3:23])[CH:18]=[CH:17][C:16]([S:19]([OH:22])(=[O:21])=[O:20])=[CH:15][CH:14]=1, predict the reaction product. The product is: [C:13]1([CH3:23])[CH:14]=[CH:15][C:16]([S:19]([OH:22])(=[O:20])=[O:21])=[CH:17][CH:18]=1.[Br:1][C:2]1[S:3][C:4]2[CH2:5][N:6]([CH3:11])[CH2:7][CH2:8][C:9]=2[N:10]=1. (10) Given the reactants [NH2:1][C:2]1[C:3]([NH:12][CH2:13][CH:14]2[CH2:16][CH2:15]2)=[N:4][CH:5]=[C:6]([CH:11]=1)[C:7]([O:9]C)=O.CC[N:19]([CH:23]([CH3:25])C)[CH:20]([CH3:22])C.[CH2:26]([O:28][C:29]1[CH:34]=[CH:33][C:32]([CH2:35][C:36](O)=O)=[CH:31][CH:30]=1)[CH3:27].CN(C(ON1N=NC2C=CC=NC1=2)=[N+](C)C)C.F[P-](F)(F)(F)(F)F, predict the reaction product. The product is: [CH:14]1([CH2:13][N:12]2[C:3]3=[N:4][CH:5]=[C:6]([C:7]([N:19]([CH2:20][CH3:22])[CH2:23][CH3:25])=[O:9])[CH:11]=[C:2]3[N:1]=[C:36]2[CH2:35][C:32]2[CH:33]=[CH:34][C:29]([O:28][CH2:26][CH3:27])=[CH:30][CH:31]=2)[CH2:16][CH2:15]1.